This data is from Reaction yield outcomes from USPTO patents with 853,638 reactions. The task is: Predict the reaction yield, written as a fraction of the theoretical maximum amount of product (1.0 means a 100% yield; for example, 0.34 means a 34% yield). The reactants are [Cl:1][C:2]1[C:7]([C:8]([F:11])([F:10])[F:9])=[CH:6][CH:5]=[C:4](Cl)[N:3]=1.[NH3:13]. No catalyst specified. The product is [Cl:1][C:2]1[N:3]=[C:4]([NH2:13])[CH:5]=[CH:6][C:7]=1[C:8]([F:11])([F:10])[F:9]. The yield is 0.460.